This data is from Catalyst prediction with 721,799 reactions and 888 catalyst types from USPTO. The task is: Predict which catalyst facilitates the given reaction. (1) Reactant: [C:1]12(CC(O)=O)[CH2:10][CH:5]3[CH2:6][CH:7]([CH2:9][CH:3]([CH2:4]3)[CH2:2]1)[CH2:8]2.[NH2:15][C:16]1[CH:25]=[CH:24][CH:23]=[C:22]2[C:17]=1[CH:18]=[CH:19][N:20]([C:27]1[CH:31]=[CH:30][NH:29][N:28]=1)[C:21]2=[O:26].C(N(CC)C(C)C)(C)C.[CH3:41][CH2:42][O:43]C(C)=O. Product: [O:26]=[C:21]1[C:22]2[C:17](=[C:16]([NH:15][C:42](=[O:43])[CH2:41][CH:6]3[CH:7]4[CH2:8][CH:1]5[CH2:2][CH:3]([CH2:4][CH:5]3[CH2:10]5)[CH2:9]4)[CH:25]=[CH:24][CH:23]=2)[CH:18]=[CH:19][N:20]1[C:27]1[CH:31]=[CH:30][NH:29][N:28]=1. The catalyst class is: 309. (2) Reactant: C(N(CC)C(C)C)(C)C.N1C=CC=CC=1.S(=O)(=O)=O.[O:20]=[C:21]1[C@@H:27]([NH:28][C:29](=[O:53])[C@@H:30]([OH:52])[C@@H:31]([NH:35][C:36]([C:38]2([NH:44][C:45]([N:47]3[CH2:51][CH2:50][S:49][CH2:48]3)=[O:46])[CH2:43][CH2:42][CH2:41][CH2:40][CH2:39]2)=[O:37])[CH:32]([CH3:34])[CH3:33])[CH2:26][CH2:25][CH2:24][CH2:23][NH:22]1. Product: [O:20]=[C:21]1[C@@H:27]([NH:28][C:29](=[O:53])[C:30](=[O:52])[C@@H:31]([NH:35][C:36]([C:38]2([NH:44][C:45]([N:47]3[CH2:51][CH2:50][S:49][CH2:48]3)=[O:46])[CH2:39][CH2:40][CH2:41][CH2:42][CH2:43]2)=[O:37])[CH:32]([CH3:33])[CH3:34])[CH2:26][CH2:25][CH2:24][CH2:23][NH:22]1. The catalyst class is: 633. (3) Reactant: [CH3:1][C:2]1[CH:7]=[C:6]([NH:8][C:9](=[O:15])[NH:10][CH2:11][C:12]([OH:14])=O)[CH:5]=[CH:4][N:3]=1.[CH2:16]([CH:23]1[CH2:28][CH2:27][NH:26][CH2:25][CH2:24]1)[C:17]1[CH:22]=[CH:21][CH:20]=[CH:19][CH:18]=1.C1C=CC2N(O)N=NC=2C=1.C(Cl)CCl. Product: [CH2:16]([CH:23]1[CH2:28][CH2:27][N:26]([C:12](=[O:14])[CH2:11][NH:10][C:9]([NH:8][C:6]2[CH:5]=[CH:4][N:3]=[C:2]([CH3:1])[CH:7]=2)=[O:15])[CH2:25][CH2:24]1)[C:17]1[CH:22]=[CH:21][CH:20]=[CH:19][CH:18]=1. The catalyst class is: 79. (4) Reactant: [Na].[H][H].Cl[C:5]1[N:10]=[N:9][C:8]([NH2:11])=[CH:7][CH:6]=1.[NH4+].[Cl-].[CH:14]1([OH:20])[CH2:19][CH2:18][CH2:17][CH2:16][CH2:15]1. Product: [CH:14]1([O:20][C:5]2[N:10]=[N:9][C:8]([NH2:11])=[CH:7][CH:6]=2)[CH2:19][CH2:18][CH2:17][CH2:16][CH2:15]1. The catalyst class is: 5. (5) Reactant: [NH2:1][C:2]1[C:3]([C:24](O)=[O:25])=[N:4][C:5]([C:8]2[C:13]([C:14]([F:17])([F:16])[F:15])=[CH:12][N:11]=[C:10]([N:18]3[CH2:23][CH2:22][O:21][CH2:20][CH2:19]3)[N:9]=2)=[CH:6][N:7]=1.C(N(C(C)C)C(C)C)C.[NH2:36][C:37]1[C:42]([N:43]2[CH2:48][CH2:47][C:46]([NH:50][C:51](=[O:57])[O:52][C:53]([CH3:56])([CH3:55])[CH3:54])([CH3:49])[CH2:45][CH2:44]2)=[CH:41][CH:40]=[CH:39][N:38]=1. Product: [NH2:1][C:2]1[C:3]([C:24]([NH:36][C:37]2[C:42]([N:43]3[CH2:48][CH2:47][C:46]([NH:50][C:51](=[O:57])[O:52][C:53]([CH3:56])([CH3:55])[CH3:54])([CH3:49])[CH2:45][CH2:44]3)=[CH:41][CH:40]=[CH:39][N:38]=2)=[O:25])=[N:4][C:5]([C:8]2[C:13]([C:14]([F:15])([F:17])[F:16])=[CH:12][N:11]=[C:10]([N:18]3[CH2:23][CH2:22][O:21][CH2:20][CH2:19]3)[N:9]=2)=[CH:6][N:7]=1. The catalyst class is: 3. (6) Reactant: [Br:1][C:2]1[CH:7]=[CH:6][C:5]([SH:8])=[CH:4][CH:3]=1.[CH3:9][C:10]([CH3:13])([O-])C.[K+].C1(Br)CC1.O. Product: [Br:1][C:2]1[CH:7]=[CH:6][C:5]([S:8][CH:13]2[CH2:10][CH2:9]2)=[CH:4][CH:3]=1. The catalyst class is: 16. (7) Reactant: [C:1]1([C:10]2[CH:15]=[CH:14][CH:13]=[CH:12][CH:11]=2)[CH:6]=[CH:5][C:4]([C:7](Cl)=[O:8])=[CH:3][CH:2]=1.[CH:16]1[C:26]2[CH2:25][NH:24][C:23]3[CH:27]=[CH:28][CH:29]=[CH:30][C:22]=3[NH:21][C:20]=2[CH:19]=[CH:18][CH:17]=1.O.ClCCl. Product: [C:1]1([C:10]2[CH:15]=[CH:14][CH:13]=[CH:12][CH:11]=2)[CH:6]=[CH:5][C:4]([C:7]([N:24]2[CH2:25][C:26]3[CH:16]=[CH:17][CH:18]=[CH:19][C:20]=3[NH:21][C:22]3[CH:30]=[CH:29][CH:28]=[CH:27][C:23]2=3)=[O:8])=[CH:3][CH:2]=1. The catalyst class is: 9. (8) Reactant: [N+:1]([O-:4])(O)=[O:2].[CH:5]12[O:16][CH:12]([CH2:13][NH:14][CH2:15]1)[C:11]1[C:6]2=[CH:7][CH:8]=[CH:9][CH:10]=1.[OH-].[Na+]. Product: [N+:1]([C:8]1[CH:7]=[C:6]2[C:11](=[CH:10][CH:9]=1)[CH:12]1[O:16][CH:5]2[CH2:15][NH:14][CH2:13]1)([O-:4])=[O:2]. The catalyst class is: 65.